Dataset: Forward reaction prediction with 1.9M reactions from USPTO patents (1976-2016). Task: Predict the product of the given reaction. (1) Given the reactants [NH2:1][CH2:2][CH2:3][CH2:4][S:5][C:6]1[C:14]2[C:13](=[O:15])[N:12]([CH3:16])[C:11](=[O:17])[N:10]([CH2:18][CH:19]([CH3:21])[CH3:20])[C:9]=2[S:8][C:7]=1[CH2:22][C:23]1[C:32]2[C:27](=[CH:28][CH:29]=[CH:30][CH:31]=2)[CH:26]=[CH:25][CH:24]=1.C(N(CC)CC)C.[C:40](Cl)(=[O:42])[CH3:41].O, predict the reaction product. The product is: [CH3:16][N:12]1[C:13](=[O:15])[C:14]2[C:6]([S:5][CH2:4][CH2:3][CH2:2][NH:1][C:40](=[O:42])[CH3:41])=[C:7]([CH2:22][C:23]3[C:32]4[C:27](=[CH:28][CH:29]=[CH:30][CH:31]=4)[CH:26]=[CH:25][CH:24]=3)[S:8][C:9]=2[N:10]([CH2:18][CH:19]([CH3:20])[CH3:21])[C:11]1=[O:17]. (2) Given the reactants C(N(C(C)C)C(C)C)C.[F:10][C:11]1[CH:16]=[CH:15][CH:14]=[CH:13][C:12]=1[N:17]1[C:25]2[C:20](=[C:21]([N:26]3[CH2:33][C@@H:32]4[C@@H:28]([CH2:29][NH:30][CH2:31]4)[C:27]3=[O:34])[CH:22]=[CH:23][CH:24]=2)[CH:19]=[N:18]1.[CH3:35][C:36]1[C:40]([CH2:41][C:42](O)=[O:43])=[C:39]([CH3:45])[O:38][N:37]=1.F[P-](F)(F)(F)(F)F.CN(C(N1C2C(=NC=CC=2)[N+]([O-])=N1)=[N+](C)C)C, predict the reaction product. The product is: [CH3:35][C:36]1[C:40]([CH2:41][C:42]([N:30]2[CH2:31][C@@H:32]3[CH2:33][N:26]([C:21]4[CH:22]=[CH:23][CH:24]=[C:25]5[C:20]=4[CH:19]=[N:18][N:17]5[C:12]4[CH:13]=[CH:14][CH:15]=[CH:16][C:11]=4[F:10])[C:27](=[O:34])[C@@H:28]3[CH2:29]2)=[O:43])=[C:39]([CH3:45])[O:38][N:37]=1. (3) Given the reactants [Cl:1][C:2]1[CH:3]=[C:4](/[C:12](=[N:16]\[O:17][CH:18]2[CH2:22][CH2:21][CH2:20][CH2:19]2)/[C:13]([OH:15])=O)[CH:5]=[CH:6][C:7]=1[S:8]([CH3:11])(=[O:10])=[O:9].[CH3:23][O:24][C:25]1[CH:34]=[CH:33][C:28]2[N:29]=[C:30]([NH2:32])[S:31][C:27]=2[CH:26]=1.C(N(CC)C(C)C)(C)C, predict the reaction product. The product is: [Cl:1][C:2]1[CH:3]=[C:4](/[C:12](=[N:16]\[O:17][CH:18]2[CH2:22][CH2:21][CH2:20][CH2:19]2)/[C:13]([NH:32][C:30]2[S:31][C:27]3[CH:26]=[C:25]([O:24][CH3:23])[CH:34]=[CH:33][C:28]=3[N:29]=2)=[O:15])[CH:5]=[CH:6][C:7]=1[S:8]([CH3:11])(=[O:9])=[O:10]. (4) Given the reactants [F:1][CH:2]([F:35])[O:3][C:4]1[CH:33]=[CH:32][C:7]([CH2:8][NH:9][C:10]([C@H:12]2[CH2:17][NH:16][CH2:15][CH2:14][N:13]2[S:18]([C:21]2[CH:26]=[CH:25][C:24]([O:27][C:28]([F:31])([F:30])[F:29])=[CH:23][CH:22]=2)(=[O:20])=[O:19])=[O:11])=[CH:6][C:5]=1[F:34].C(N(CC)C(C)C)(C)C.Cl[C:46]1[S:47][C:48]2[C:53]([Cl:54])=[N:52][C:51]([C:55]([F:58])([F:57])[F:56])=[N:50][C:49]=2[N:59]=1, predict the reaction product. The product is: [F:35][CH:2]([F:1])[O:3][C:4]1[CH:33]=[CH:32][C:7]([CH2:8][NH:9][C:10]([C@H:12]2[CH2:17][N:16]([C:46]3[S:47][C:48]4[C:53]([Cl:54])=[N:52][C:51]([C:55]([F:58])([F:57])[F:56])=[N:50][C:49]=4[N:59]=3)[CH2:15][CH2:14][N:13]2[S:18]([C:21]2[CH:22]=[CH:23][C:24]([O:27][C:28]([F:29])([F:31])[F:30])=[CH:25][CH:26]=2)(=[O:20])=[O:19])=[O:11])=[CH:6][C:5]=1[F:34]. (5) Given the reactants C([N:8](CC1C=CC=CC=1)[C@H:9]([CH3:29])[C@@H:10]([OH:28])[CH2:11][N:12]([CH2:18][CH2:19][CH2:20][C:21]1[CH:26]=[CH:25][C:24]([F:27])=[CH:23][CH:22]=1)[CH2:13][C:14]([F:17])([F:16])[F:15])C1C=CC=CC=1.CC(O)=O.CCOCC, predict the reaction product. The product is: [NH2:8][C@H:9]([CH3:29])[C@@H:10]([OH:28])[CH2:11][N:12]([CH2:18][CH2:19][CH2:20][C:21]1[CH:22]=[CH:23][C:24]([F:27])=[CH:25][CH:26]=1)[CH2:13][C:14]([F:15])([F:16])[F:17]. (6) Given the reactants Cl[C:2]1[S:3][C:4]([C:7](=[O:9])[CH3:8])=[CH:5][N:6]=1.[C:10]1([S-:16])[CH:15]=[CH:14][CH:13]=[CH:12][CH:11]=1.[Na+].CC(C)=O.[OH-].[Na+], predict the reaction product. The product is: [C:10]1([S:16][C:2]2[S:3][C:4]([C:7](=[O:9])[CH3:8])=[CH:5][N:6]=2)[CH:15]=[CH:14][CH:13]=[CH:12][CH:11]=1.